From a dataset of Full USPTO retrosynthesis dataset with 1.9M reactions from patents (1976-2016). Predict the reactants needed to synthesize the given product. The reactants are: [F:1][C:2]1[CH:3]=[C:4]([CH:17]=[CH:18][C:19]=1[F:20])[CH2:5][N:6]1[CH:11]=[CH:10][N:9]=[C:8]([C:12]([O:14]C)=[O:13])[C:7]1=[O:16].[OH-].[Na+].Cl.[Cl-].[Na+]. Given the product [F:1][C:2]1[CH:3]=[C:4]([CH:17]=[CH:18][C:19]=1[F:20])[CH2:5][N:6]1[CH:11]=[CH:10][N:9]=[C:8]([C:12]([OH:14])=[O:13])[C:7]1=[O:16], predict the reactants needed to synthesize it.